From a dataset of Full USPTO retrosynthesis dataset with 1.9M reactions from patents (1976-2016). Predict the reactants needed to synthesize the given product. (1) Given the product [Cl:1][C:2]1[CH:3]=[C:4]([CH:8]([OH:27])[CH:9]([CH2:15][C:16]2[CH:17]=[CH:18][C:19]([C:22]([CH2:25][CH3:26])([CH3:23])[CH3:24])=[CH:20][CH:21]=2)[C:10]([OH:12])=[O:11])[CH:5]=[CH:6][CH:7]=1, predict the reactants needed to synthesize it. The reactants are: [Cl:1][C:2]1[CH:3]=[C:4]([CH:8]([OH:27])[CH:9]([CH2:15][C:16]2[CH:21]=[CH:20][C:19]([C:22]([CH2:25][CH3:26])([CH3:24])[CH3:23])=[CH:18][CH:17]=2)[C:10]([O:12]CC)=[O:11])[CH:5]=[CH:6][CH:7]=1.[OH-].[Na+].CO.O. (2) Given the product [Cl:1][C:2]1[CH:3]=[CH:4][C:5]2[N:10]([CH2:11][O:12][CH2:13][CH2:14][Si:15]([CH3:16])([CH3:17])[CH3:18])[C:9](=[O:19])[CH2:8][N:7]([C:29]([NH:53][CH:50]([C:47]3[CH:46]=[CH:45][C:44]([O:43][C:42]([F:54])([F:55])[F:41])=[CH:49][CH:48]=3)[CH2:51][CH3:52])=[O:31])[C:6]=2[N:20]=1, predict the reactants needed to synthesize it. The reactants are: [Cl:1][C:2]1[CH:3]=[CH:4][C:5]2[N:10]([CH2:11][O:12][CH2:13][CH2:14][Si:15]([CH3:18])([CH3:17])[CH3:16])[C:9](=[O:19])[CH2:8][NH:7][C:6]=2[N:20]=1.C(N(CC)CC)C.Cl[C:29](Cl)([O:31]C(=O)OC(Cl)(Cl)Cl)Cl.Cl.[F:41][C:42]([F:55])([F:54])[O:43][C:44]1[CH:49]=[CH:48][C:47]([CH:50]([NH2:53])[CH2:51][CH3:52])=[CH:46][CH:45]=1.